From a dataset of Forward reaction prediction with 1.9M reactions from USPTO patents (1976-2016). Predict the product of the given reaction. (1) Given the reactants Br[C:2]1[C:10]2[C:5](=[CH:6][CH:7]=[C:8]([C:11]#[N:12])[CH:9]=2)[CH:4]([CH:13]2[CH2:18][CH2:17][CH2:16][CH2:15][O:14]2)[CH:3]=1.C[O:20][C:21]1[CH:22]=[C:23]2[C:28](=[CH:29][CH:30]=1)[CH:27]=[C:26](B(O)O)[CH:25]=[CH:24]2, predict the reaction product. The product is: [OH:20][C:21]1[CH:22]=[C:23]2[C:28](=[CH:29][CH:30]=1)[CH:27]=[C:26]([C:2]1[CH:10]3[CH:5]([CH:6]=[CH:7][C:8]([C:11]#[N:12])=[CH:9]3)[CH:4]([CH:13]3[CH2:18][CH2:17][CH2:16][CH2:15][O:14]3)[CH:3]=1)[CH:25]=[CH:24]2. (2) Given the reactants C[O:2][C:3](=[O:15])[CH:4](Br)[C:5]1[CH:10]=[CH:9][C:8]([N+:11]([O-:13])=[O:12])=[CH:7][CH:6]=1.[CH:16]1([SH:21])[CH2:20][CH2:19][CH2:18][CH2:17]1.[NH2:22][C:23]1[S:24][CH:25]=[CH:26][N:27]=1, predict the reaction product. The product is: [CH:16]1([S:21][CH:4]([C:5]2[CH:10]=[CH:9][C:8]([N+:11]([O-:13])=[O:12])=[CH:7][CH:6]=2)[C:3]([OH:2])=[O:15])[CH2:20][CH2:19][CH2:18][CH2:17]1.[CH:16]1([S:21][CH:4]([C:5]2[CH:6]=[CH:7][C:8]([N+:11]([O-:13])=[O:12])=[CH:9][CH:10]=2)[C:3]([NH:22][C:23]2[S:24][CH:25]=[CH:26][N:27]=2)=[O:15])[CH2:20][CH2:19][CH2:18][CH2:17]1.